Dataset: Reaction yield outcomes from USPTO patents with 853,638 reactions. Task: Predict the reaction yield, written as a fraction of the theoretical maximum amount of product (1.0 means a 100% yield; for example, 0.34 means a 34% yield). (1) The reactants are C(Cl)(=O)C(Cl)=O.CS(C)=O.[OH:11][CH:12]1[CH2:15][N:14]([C:16]([O:18][C:19]([CH3:22])([CH3:21])[CH3:20])=[O:17])[CH2:13]1.C(N(CC)CC)C. The product is [O:11]=[C:12]1[CH2:15][N:14]([C:16]([O:18][C:19]([CH3:22])([CH3:21])[CH3:20])=[O:17])[CH2:13]1. The catalyst is C(Cl)Cl. The yield is 0.911. (2) The reactants are [CH2:1]([N:8]1[CH2:13][CH2:12][C:11]([C:15]2[CH:20]=[CH:19][C:18]([Br:21])=[CH:17][CH:16]=2)(O)[CH2:10][CH2:9]1)[C:2]1[CH:7]=[CH:6][CH:5]=[CH:4][CH:3]=1.O.C1(C)C=CC(S(O)(=O)=O)=CC=1.O.[OH-].[Na+]. The catalyst is C1(C)C=CC=CC=1. The product is [CH2:1]([N:8]1[CH2:9][CH:10]=[C:11]([C:15]2[CH:16]=[CH:17][C:18]([Br:21])=[CH:19][CH:20]=2)[CH2:12][CH2:13]1)[C:2]1[CH:3]=[CH:4][CH:5]=[CH:6][CH:7]=1. The yield is 0.990. (3) The reactants are [OH:1][CH2:2][C:3](=[CH2:17])[C:4]([O:6][CH:7]1[CH2:15][CH:14]2[CH2:16][CH:8]1[CH:9]1[CH:13]2[CH2:12][CH2:11][CH2:10]1)=[O:5].N1C=CC=CC=1.[C:24](OC(=O)C)(=[O:26])[CH3:25]. The catalyst is O. The product is [C:24]([O:1][CH2:2][C:3](=[CH2:17])[C:4]([O:6][CH:7]1[CH2:15][CH:14]2[CH2:16][CH:8]1[CH:9]1[CH:13]2[CH2:12][CH2:11][CH2:10]1)=[O:5])(=[O:26])[CH3:25]. The yield is 0.900. (4) The reactants are [CH3:1][CH:2]([CH3:36])[CH2:3][CH:4]([C:21]1[CH:26]=[CH:25][C:24]([N:27]2[CH:31]=[C:30]([C:32]([F:35])([F:34])[F:33])[N:29]=[CH:28]2)=[CH:23][CH:22]=1)[O:5][C:6]1[CH:20]=[CH:19][C:9]([C:10]([NH:12][CH2:13][CH2:14][C:15]([O:17]C)=[O:16])=[O:11])=[CH:8][CH:7]=1.[OH-].[Li+]. The catalyst is CO. The product is [CH3:1][CH:2]([CH3:36])[CH2:3][CH:4]([C:21]1[CH:26]=[CH:25][C:24]([N:27]2[CH:31]=[C:30]([C:32]([F:34])([F:33])[F:35])[N:29]=[CH:28]2)=[CH:23][CH:22]=1)[O:5][C:6]1[CH:7]=[CH:8][C:9]([C:10]([NH:12][CH2:13][CH2:14][C:15]([OH:17])=[O:16])=[O:11])=[CH:19][CH:20]=1. The yield is 0.780. (5) The reactants are [C:1]1(=[O:14])[C:6]2=[CH:7][C:8]3[CH2:9][CH2:10][CH2:11][CH2:12][C:13]=3[N:5]2[CH2:4][CH2:3][NH:2]1.[C:15]([O:18][CH2:19][C:20]1[C:25]([Br:26])=[CH:24][C:23]([F:27])=[CH:22][C:21]=1Br)(=[O:17])[CH3:16].CC1(C)C2C(=C(P(C3C=CC=CC=3)C3C=CC=CC=3)C=CC=2)OC2C(P(C3C=CC=CC=3)C3C=CC=CC=3)=CC=CC1=2.C([O-])([O-])=O.[Cs+].[Cs+]. The catalyst is C1C=CC(/C=C/C(/C=C/C2C=CC=CC=2)=O)=CC=1.C1C=CC(/C=C/C(/C=C/C2C=CC=CC=2)=O)=CC=1.C1C=CC(/C=C/C(/C=C/C2C=CC=CC=2)=O)=CC=1.[Pd].[Pd].O1CCOCC1. The product is [C:15]([O:18][CH2:19][C:20]1[C:21]([N:2]2[CH2:3][CH2:4][N:5]3[C:13]4[CH2:12][CH2:11][CH2:10][CH2:9][C:8]=4[CH:7]=[C:6]3[C:1]2=[O:14])=[CH:22][C:23]([F:27])=[CH:24][C:25]=1[Br:26])(=[O:17])[CH3:16]. The yield is 0.600. (6) The reactants are [NH2:1][CH2:2][CH2:3][CH2:4][C:5]1[C:10]([C@H:11]2[CH2:15][CH2:14][CH2:13][N:12]2[C:16]2[CH:21]=[CH:20][N:19]3[N:22]=[CH:23][C:24]([C:25]([OH:27])=O)=[C:18]3[N:17]=2)=[CH:9][C:8]([F:28])=[CH:7][N:6]=1.CN(C(ON1N=NC2C=CC=NC1=2)=[N+](C)C)C.F[P-](F)(F)(F)(F)F.C(N(C(C)C)C(C)C)C. The catalyst is CN(C=O)C. The yield is 0.390. The product is [F:28][C:8]1[CH:9]=[C:10]2[C:5](=[N:6][CH:7]=1)[CH2:4][CH2:3][CH2:2][NH:1][C:25](=[O:27])[C:24]1=[C:18]3[N:17]=[C:16]([CH:21]=[CH:20][N:19]3[N:22]=[CH:23]1)[N:12]1[C@@H:11]2[CH2:15][CH2:14][CH2:13]1. (7) The reactants are CCN(C(C)C)C(C)C.[Li]CCCC.[Cl:15][C:16]1[CH:24]=[CH:23][C:19]([C:20]([OH:22])=[O:21])=[CH:18][C:17]=1[F:25].[Br:26]C(Cl)(Cl)C(Br)(Cl)Cl. The catalyst is C1COCC1. The product is [Br:26][C:18]1[C:17]([F:25])=[C:16]([Cl:15])[CH:24]=[CH:23][C:19]=1[C:20]([OH:22])=[O:21]. The yield is 0.833. (8) The catalyst is C(O)C.[Pd]. The yield is 0.940. The reactants are FC(F)(F)S(O[C:7]1[C:15]2[C:10](=[CH:11][N:12]=[CH:13][CH:14]=2)[O:9][C:8]=1[C:16]([O:18][CH2:19][CH3:20])=[O:17])(=O)=O.C(N(CC)CC)C. The product is [O:9]1[C:10]2=[CH:11][N:12]=[CH:13][CH:14]=[C:15]2[CH:7]=[C:8]1[C:16]([O:18][CH2:19][CH3:20])=[O:17]. (9) The reactants are [CH3:1][CH:2]([C:6]1[CH:7]=[C:8]([CH:14]=[CH:15][C:16]=1[OH:17])[C:9]([O:11]CC)=[O:10])[C:3]([CH3:5])=[CH2:4].[OH-].[K+]. The catalyst is CO.O. The product is [CH3:1][CH:2]([C:6]1[CH:7]=[C:8]([CH:14]=[CH:15][C:16]=1[OH:17])[C:9]([OH:11])=[O:10])[C:3]([CH3:5])=[CH2:4]. The yield is 0.510. (10) The reactants are [NH2:1][C@@H:2]1[CH2:7][CH2:6][CH2:5][N:4]([C:8]2[N:9]([CH2:16][C:17]3[CH:24]=[CH:23][CH:22]=[CH:21][C:18]=3[C:19]#[N:20])[C:10](=[O:15])[C:11](Br)=[CH:12][N:13]=2)[CH2:3]1.C([SnH](CCCC)CCCC)CCC.CC(N=NC(C#N)(C)C)(C#N)C. The catalyst is C1(C)C=CC=CC=1.C1C=CC([P]([Pd]([P](C2C=CC=CC=2)(C2C=CC=CC=2)C2C=CC=CC=2)([P](C2C=CC=CC=2)(C2C=CC=CC=2)C2C=CC=CC=2)[P](C2C=CC=CC=2)(C2C=CC=CC=2)C2C=CC=CC=2)(C2C=CC=CC=2)C2C=CC=CC=2)=CC=1. The product is [NH2:1][C@@H:2]1[CH2:7][CH2:6][CH2:5][N:4]([C:8]2[N:9]([CH2:16][C:17]3[CH:24]=[CH:23][CH:22]=[CH:21][C:18]=3[C:19]#[N:20])[C:10](=[O:15])[CH:11]=[CH:12][N:13]=2)[CH2:3]1. The yield is 0.590.